Dataset: Forward reaction prediction with 1.9M reactions from USPTO patents (1976-2016). Task: Predict the product of the given reaction. (1) Given the reactants [C:1]([C:3]1[CH:8]=[CH:7][C:6]([CH2:9][CH:10]([NH:12][C:13](=[O:15])[CH3:14])[CH3:11])=[CH:5][CH:4]=1)#[CH:2].I[C:17]1[CH:22]=[CH:21][N:20]=[C:19]([S:23][CH3:24])[N:18]=1, predict the reaction product. The product is: [CH3:11][CH:10]([NH:12][C:13](=[O:15])[CH3:14])[CH2:9][C:6]1[CH:7]=[CH:8][C:3]([C:1]#[C:2][C:17]2[CH:22]=[CH:21][N:20]=[C:19]([S:23][CH3:24])[N:18]=2)=[CH:4][CH:5]=1. (2) Given the reactants [CH2:1]([N:8]1[CH2:13][CH2:12][CH2:11][CH2:10][CH:9]1[CH2:14][CH2:15][CH2:16][NH:17][CH:18]1[CH2:26][C:25]2[C:20](=[CH:21][CH:22]=[CH:23][CH:24]=2)[CH2:19]1)[C:2]1[CH:7]=[CH:6][CH:5]=[CH:4][CH:3]=1.Br[C:28]1[CH:33]=[CH:32][CH:31]=[CH:30][CH:29]=1.CC(C)([O-])C.[K+].CN(C1C(C2C(P(C3CCCCC3)C3CCCCC3)=CC=CC=2)=CC=CC=1)C, predict the reaction product. The product is: [CH2:1]([N:8]1[CH2:13][CH2:12][CH2:11][CH2:10][CH:9]1[CH2:14][CH2:15][CH2:16][N:17]([CH:18]1[CH2:19][C:20]2[C:25](=[CH:24][CH:23]=[CH:22][CH:21]=2)[CH2:26]1)[C:28]1[CH:33]=[CH:32][CH:31]=[CH:30][CH:29]=1)[C:2]1[CH:7]=[CH:6][CH:5]=[CH:4][CH:3]=1.